This data is from B-cell epitopes from IEDB database with 3,159 antigens for binding position prediction. The task is: Token-level Classification. Given an antigen amino acid sequence, predict which amino acid positions are active epitope sites capable of antibody binding. Output is a list of indices for active positions. (1) Given the antigen sequence: MLRLPTVFRQMRPVSRVLAPHLTRAYAKDVKFGADARALMLQGVDLLADAVAVTMGPKGRTVIIEQGWGSPKVTKDGVTVAKSIDLKDKYKNIGAKLVQDVANNTNEEAGDGTTTATVLARSIAKEGFEKISKGANPVEIRRGVMLAVDAVIAELKKQSKPVTTPEEIAQVATISANGDKEIGNIISDAMKKVGRKGVITVKDGKTLNDELEIIEGMKFDRGYISPYFINTSKGQKCEFQDAYVLLSEKKISSIQSIVPALEIANAHRKPLVIIAEDVDGEALSTLVLNRLKVGLQVVAVKAPGFGDNRKNQLKDMAIATGGAVFGEEGLTLNLEDVQPHDLGKVGEVIVTKDDAMLLKGKGDKAQIEKRIQEIIEQLDVTTSEYEKEKLNERLAKLSDGVAVLKVGGTSDVEVNEKKDRVTDALNATRAAVEEGIVLGGGCALLRCIPALDSLTPANEDQKIGIEIIKRTLKIPAMTIAKNAGVEGSLIVEKIMQSSSE..., which amino acid positions are active epitope sites? The epitope positions are: [384, 385, 386, 387, 388, 389, 390, 391, 392, 393, 394, 395, 396, 397, 398]. The amino acids at these positions are: YEKEKLNERLAKLSD. (2) Given the antigen sequence: MKTLLLTLVVVTIMCLDLGYTLECKICNFKTCPTDELRHCASGETICYKTFWNTHRGLRIDRGCAATCPTVKPGVNIICCKTDNCN, which amino acid positions are active epitope sites? The epitope positions are: [30, 31, 32, 33, 34, 35, 36, 37, 38, 39, 40, 41, 42, 43, 44]. The amino acids at these positions are: TCPTDELRHCASGET. (3) The epitope positions are: [112, 113, 114, 115, 116, 117, 118, 119, 120]. The amino acids at these positions are: RLDGTTLEV. Given the antigen sequence: MLETVRSVMVHSGECSAESTADKEHRHHDLVAQRYQRLVDHSPNMTCVHESGRVTYLNPVGVKWMAAQSPEQIIGHPLIEFVHPDSMPAMMSRIAPLREVGDASQPSEAVLLRLDGTTLEVEAVSVLTVWEGKPAYQVIFRDLTTQKAAEETLRFQAALVNHVSDAIIATTSTGMVTSWNPAAEAIYRRSASDVLGMPIGEAVGAPLDPGAIITEGGVLSTTQYASDGMALAVRVSAAVMENGFVLVCSDYTALLRVERRFQTVVALLEEGVIVLDGDGYVESVNPAALRILGVSDRSALDDPVRRAATLPMYDAQGRLLDHGRGAVREFLRTGTPKTGFIVGIDRPSDGTRVWLSVNSRSLNPVDPEDATLLISFTDVTAERQASQYLAHQAAHDTLTGLPNRTSILARIDEQRYCGAPDQLLTAVLFIDLDNFKGINDSLGHDVGDVVLQTAAQRLRAGLRSRDVVGRFGGDEFVALILGKITHTELSKVVDRMHAAL..., which amino acid positions are active epitope sites?